Dataset: Forward reaction prediction with 1.9M reactions from USPTO patents (1976-2016). Task: Predict the product of the given reaction. (1) Given the reactants Br[C:2]1[CH:3]=[C:4]([C:9]([OH:11])=O)[CH:5]=[N:6][C:7]=1Cl.[F:12][C:13]1[CH:18]=[CH:17][C:16](B(O)O)=[CH:15][CH:14]=1.[NH2:22][CH2:23][C@H:24]1[CH2:29][CH2:28][CH2:27][CH2:26][C@H:25]1[OH:30].[CH3:31][O:32][CH2:33][CH2:34][OH:35], predict the reaction product. The product is: [F:12][C:13]1[CH:18]=[CH:17][C:16]([C:2]2[C:7]([O:35][CH2:34][CH2:33][O:32][CH3:31])=[N:6][CH:5]=[C:4]([CH:3]=2)[C:9]([NH:22][CH2:23][C@@H:24]2[CH2:29][CH2:28][CH2:27][CH2:26][C@@H:25]2[OH:30])=[O:11])=[CH:15][CH:14]=1. (2) Given the reactants [CH3:1][S:2]([N:5]1[C:9]2=[CH:10][CH:11]=[C:12]3[C:17]([N:16]=[C:15]([C:18]4[CH:24]=[CH:23][C:21]([NH2:22])=[CH:20][CH:19]=4)[N:14]=[C:13]3[N:25]3[CH2:30][CH2:29][O:28][CH2:27][CH2:26]3)=[C:8]2[CH:7]=[CH:6]1)(=[O:4])=[O:3].CCN(CC)CC.[C:38]1([N:44]=[C:45]=[O:46])[CH:43]=[CH:42][CH:41]=[CH:40][CH:39]=1, predict the reaction product. The product is: [CH3:1][S:2]([N:5]1[C:9]2=[CH:10][CH:11]=[C:12]3[C:17]([N:16]=[C:15]([C:18]4[CH:19]=[CH:20][C:21]([NH:22][C:45]([NH:44][C:38]5[CH:43]=[CH:42][CH:41]=[CH:40][CH:39]=5)=[O:46])=[CH:23][CH:24]=4)[N:14]=[C:13]3[N:25]3[CH2:30][CH2:29][O:28][CH2:27][CH2:26]3)=[C:8]2[CH:7]=[CH:6]1)(=[O:4])=[O:3]. (3) The product is: [CH2:1]([C:7]1[CH:8]=[C:9]([C:13]2[N:17]([CH3:18])[C:16]([C:19]([N:26]3[CH2:27][CH2:28][CH2:29][N:23]([CH2:30][CH2:31][OH:32])[CH2:24][CH2:25]3)=[O:21])=[C:15]([I:22])[N:14]=2)[CH:10]=[CH:11][CH:12]=1)[CH2:2][CH2:3][CH2:4][CH2:5][CH3:6]. Given the reactants [CH2:1]([C:7]1[CH:8]=[C:9]([C:13]2[N:17]([CH3:18])[C:16]([C:19]([OH:21])=O)=[C:15]([I:22])[N:14]=2)[CH:10]=[CH:11][CH:12]=1)[CH2:2][CH2:3][CH2:4][CH2:5][CH3:6].[N:23]1([CH2:30][CH2:31][OH:32])[CH2:29][CH2:28][CH2:27][NH:26][CH2:25][CH2:24]1, predict the reaction product. (4) The product is: [NH2:26][C:27]1[CH:28]=[C:29]([CH:33]([OH:37])[CH2:34][N:35]([CH2:20][C:18]2[S:19][C:12]3[C:11](=[O:23])[C:10]([C:8]([NH:7][CH2:6][C:5]4[CH:4]=[CH:3][C:2]([Cl:1])=[CH:25][CH:24]=4)=[O:9])=[CH:15][N:14]([CH3:16])[C:13]=3[C:17]=2[CH3:22])[CH3:36])[CH:30]=[CH:31][CH:32]=1. Given the reactants [Cl:1][C:2]1[CH:25]=[CH:24][C:5]([CH2:6][NH:7][C:8]([C:10]2[C:11](=[O:23])[C:12]3[S:19][C:18]([CH2:20]Cl)=[C:17]([CH3:22])[C:13]=3[N:14]([CH3:16])[CH:15]=2)=[O:9])=[CH:4][CH:3]=1.[NH2:26][C:27]1[CH:28]=[C:29]([CH:33]([OH:37])[CH2:34][NH:35][CH3:36])[CH:30]=[CH:31][CH:32]=1.C(N(C(C)C)CC)(C)C, predict the reaction product. (5) Given the reactants [Br:1][C:2]1[CH:14]=[CH:13][C:12]2[C:11]3[C:6](=[CH:7][CH:8]=[CH:9][CH:10]=3)[CH2:5][C:4]=2[CH:3]=1.[OH-].[Na+].I[CH2:18][CH3:19].[C:20]1(C)C=CC=C[CH:21]=1, predict the reaction product. The product is: [Br:1][C:2]1[CH:14]=[CH:13][C:12]2[C:11]3[C:6](=[CH:7][CH:8]=[CH:9][CH:10]=3)[C:5]([CH2:18][CH3:19])([CH2:20][CH3:21])[C:4]=2[CH:3]=1. (6) Given the reactants [NH:1]1[CH:5]=[C:4]([C:6]2[CH2:7][CH:8]([N:11]([CH2:24][CH3:25])[C:12]3[CH:19]=[CH:18][C:15]([C:16]#[N:17])=[C:14]([C:20]([F:23])([F:22])[F:21])[CH:13]=3)[CH2:9][CH:10]=2)[N:3]=[CH:2]1.CC(O)=O, predict the reaction product. The product is: [NH:3]1[C:4]([CH:6]2[CH2:10][CH2:9][CH:8]([N:11]([CH2:24][CH3:25])[C:12]3[CH:19]=[CH:18][C:15]([C:16]#[N:17])=[C:14]([C:20]([F:21])([F:22])[F:23])[CH:13]=3)[CH2:7]2)=[CH:5][N:1]=[CH:2]1.